This data is from Reaction yield outcomes from USPTO patents with 853,638 reactions. The task is: Predict the reaction yield, written as a fraction of the theoretical maximum amount of product (1.0 means a 100% yield; for example, 0.34 means a 34% yield). (1) The reactants are [CH3:1][O:2][C:3]1([CH2:18][NH:19]C(=O)OC(C)(C)C)[CH2:8][CH2:7][N:6]([C:9]2[N:13]([CH3:14])[N:12]=[CH:11][C:10]=2[N+:15]([O-])=O)[CH2:5][CH2:4]1.C(OC([NH:34][C:35]1[S:39][C:38]([C:40]2[C:45]([F:46])=[CH:44][CH:43]=[CH:42][C:41]=2[F:47])=[N:37][C:36]=1[C:48](O)=[O:49])=O)(C)(C)C. No catalyst specified. The product is [NH2:34][C:35]1[S:39][C:38]([C:40]2[C:45]([F:46])=[CH:44][CH:43]=[CH:42][C:41]=2[F:47])=[N:37][C:36]=1[C:48]([NH:15][C:10]1[CH:11]=[N:12][N:13]([CH3:14])[C:9]=1[N:6]1[CH2:5][CH2:4][C:3]([CH2:18][NH2:19])([O:2][CH3:1])[CH2:8][CH2:7]1)=[O:49]. The yield is 0.0700. (2) The reactants are Br[C:2]1[C:6]([Br:7])=[CH:5][S:4][C:3]=1[CH:8]=[O:9].[OH:10][C:11]1[CH:16]=[CH:15][C:14](B(O)O)=[CH:13][CH:12]=1.C([O-])([O-])=O.[Na+].[Na+]. The catalyst is C1(C)C=CC=CC=1.CCO.O.C1C=CC([P]([Pd]([P](C2C=CC=CC=2)(C2C=CC=CC=2)C2C=CC=CC=2)([P](C2C=CC=CC=2)(C2C=CC=CC=2)C2C=CC=CC=2)[P](C2C=CC=CC=2)(C2C=CC=CC=2)C2C=CC=CC=2)(C2C=CC=CC=2)C2C=CC=CC=2)=CC=1. The product is [Br:7][C:6]1[C:2]([C:14]2[CH:15]=[CH:16][C:11]([OH:10])=[CH:12][CH:13]=2)=[C:3]([CH:8]=[O:9])[S:4][CH:5]=1. The yield is 0.170. (3) The reactants are [NH:1]1[C:9]2[C:4](=[CH:5][CH:6]=[CH:7][CH:8]=2)[CH:3]=[CH:2]1.C([Mg]Br)C.O1CCCC1.[CH3:19][C:20]1([CH3:28])[C:22]([CH3:24])([CH3:23])[CH:21]1[C:25](Cl)=[O:26]. The catalyst is ClCCl.[Cl-].[Cl-].[Zn+2]. The product is [NH:1]1[C:9]2[C:4](=[CH:5][CH:6]=[CH:7][CH:8]=2)[C:3]([C:25]([CH:21]2[C:22]([CH3:24])([CH3:23])[C:20]2([CH3:28])[CH3:19])=[O:26])=[CH:2]1.[CH3:19][C:20]1([CH3:28])[C:22]([CH3:24])([CH3:23])[CH:21]1[C:25]([N:1]1[C:9]2[C:4](=[CH:5][CH:6]=[CH:7][CH:8]=2)[CH:3]=[CH:2]1)=[O:26]. The yield is 0.420. (4) The reactants are F[C:2]1[CH:7]=[CH:6][CH:5]=[CH:4][C:3]=1[N+:8]([O-:10])=[O:9].[OH:11][C:12]1[CH:13]=[C:14]([CH:17]=[CH:18][CH:19]=1)[C:15]#[N:16].C([O-])([O-])=O.[K+].[K+]. The catalyst is CN(C=O)C.CCOC(C)=O. The product is [N+:8]([C:3]1[CH:4]=[CH:5][CH:6]=[CH:7][C:2]=1[O:11][C:12]1[CH:13]=[C:14]([CH:17]=[CH:18][CH:19]=1)[C:15]#[N:16])([O-:10])=[O:9]. The yield is 0.990. (5) The reactants are [CH3:1][C:2]1([CH3:22])[CH:6]([C:7]2[CH:12]=[CH:11][C:10]([CH3:13])=[CH:9][CH:8]=2)[C:5]2[C:14]([CH3:21])=[C:15]([NH2:20])[C:16]([CH3:19])=[C:17]([CH3:18])[C:4]=2[O:3]1.[O:23]1[C:27]2[CH:28]=[CH:29][C:30]([C:32](Cl)=[O:33])=[CH:31][C:26]=2[O:25][CH2:24]1. The catalyst is C(OCC)(=O)C.CCCCCC. The product is [CH3:1][C:2]1([CH3:22])[CH:6]([C:7]2[CH:8]=[CH:9][C:10]([CH3:13])=[CH:11][CH:12]=2)[C:5]2[C:14]([CH3:21])=[C:15]([NH:20][C:32]([C:30]3[CH:29]=[CH:28][C:27]4[O:23][CH2:24][O:25][C:26]=4[CH:31]=3)=[O:33])[C:16]([CH3:19])=[C:17]([CH3:18])[C:4]=2[O:3]1. The yield is 0.650.